This data is from Reaction yield outcomes from USPTO patents with 853,638 reactions. The task is: Predict the reaction yield, written as a fraction of the theoretical maximum amount of product (1.0 means a 100% yield; for example, 0.34 means a 34% yield). (1) The reactants are [CH:1]1([S:4]([N:7]2[CH2:12][CH2:11][N:10]([C:13]([C:15]3[NH:16][C:17]4[C:22]([CH:23]=3)=[CH:21][C:20]([C:24]([N:26]3[CH2:31][CH2:30][N:29]([CH:32]([CH3:34])[CH3:33])[CH2:28][CH2:27]3)=[O:25])=[CH:19][CH:18]=4)=[O:14])[CH2:9][CH2:8]2)(=[O:6])=[O:5])[CH2:3][CH2:2]1.[Cl:35][C:36]1[CH:41]=[C:40](B(O)O)[CH:39]=[CH:38][N:37]=1. No catalyst specified. The product is [Cl:35][C:36]1[CH:41]=[C:40]([N:16]2[C:17]3[C:22](=[CH:21][C:20]([C:24]([N:26]4[CH2:27][CH2:28][N:29]([CH:32]([CH3:34])[CH3:33])[CH2:30][CH2:31]4)=[O:25])=[CH:19][CH:18]=3)[CH:23]=[C:15]2[C:13]([N:10]2[CH2:9][CH2:8][N:7]([S:4]([CH:1]3[CH2:2][CH2:3]3)(=[O:5])=[O:6])[CH2:12][CH2:11]2)=[O:14])[CH:39]=[CH:38][N:37]=1. The yield is 0.610. (2) The reactants are [Br-].[CH:2]1[C:11]2[C:6](=[CH:7][CH:8]=[CH:9][CH:10]=2)[CH:5]=[CH:4][C:3]=1[CH:12]([P+](C1C=CC=CC=1)(C1C=CC=CC=1)C1C=CC=CC=1)[CH3:13].[Li]CCCC.[CH3:38][CH:39]([CH2:42][CH2:43][CH2:44][CH2:45][CH2:46][CH2:47][CH2:48][CH2:49][CH3:50])[CH:40]=O. No catalyst specified. The product is [CH3:40][CH:39]([CH2:42][CH2:43][CH2:44][CH2:45][CH2:46][CH2:47][CH2:48][CH2:49][CH3:50])[CH:38]=[C:12]([C:3]1[CH:4]=[CH:5][C:6]2[C:11](=[CH:10][CH:9]=[CH:8][CH:7]=2)[CH:2]=1)[CH3:13]. The yield is 0.230. (3) The reactants are Br[C:2]1[CH:3]=[C:4]([N:11]2[C:15]3=[N:16][CH:17]=[CH:18][CH:19]=[C:14]3[C:13]([C:20]([O:22][CH3:23])=[O:21])=[N:12]2)[CH:5]=[C:6]([CH2:8][C:9]#[N:10])[CH:7]=1.[C:24]([C@:26]1([OH:33])[CH2:30][CH2:29][N:28]([CH3:31])[C:27]1=[O:32])#[CH:25]. No catalyst specified. The product is [C:9]([CH2:8][C:6]1[CH:5]=[C:4]([N:11]2[C:15]3=[N:16][CH:17]=[CH:18][CH:19]=[C:14]3[C:13]([C:20]([O:22][CH3:23])=[O:21])=[N:12]2)[CH:3]=[C:2]([C:25]#[C:24][C@:26]2([OH:33])[CH2:30][CH2:29][N:28]([CH3:31])[C:27]2=[O:32])[CH:7]=1)#[N:10]. The yield is 0.800. (4) The reactants are C[Si]([N-][Si](C)(C)C)(C)C.[K+].[CH3:11][C:12]1([CH3:29])[CH2:21][C:20]2[C:15](=[CH:16][C:17]([C:22]3[CH:23]=[N:24][CH:25]=[N:26][CH:27]=3)=[CH:18][CH:19]=2)[C:14](=O)[CH2:13]1.[C:30]1(C)C=CC=C[CH:31]=1. The catalyst is [Br-].C([P+](C1C=CC=CC=1)(C1C=CC=CC=1)C1C=CC=CC=1)C.C(=O)(O)[O-].[Na+].ClCCl. The product is [CH:30](=[C:14]1[C:15]2[CH:16]=[C:17]([C:22]3[CH:23]=[N:24][CH:25]=[N:26][CH:27]=3)[CH:18]=[CH:19][C:20]=2[CH2:21][C:12]([CH3:29])([CH3:11])[CH2:13]1)[CH3:31]. The yield is 0.770. (5) The reactants are [ClH:1].[N:2]1[CH:7]=[CH:6][CH:5]=[CH:4][C:3]=1[C:8]#[C:9][CH2:10][CH2:11][C:12]1[O:13][C:14]2[CH:20]=[CH:19][CH:18]=[CH:17][C:15]=2[N:16]=1. The catalyst is O1CCOCC1. The product is [ClH:1].[N:2]1[CH:7]=[CH:6][CH:5]=[CH:4][C:3]=1[C:8]#[C:9][CH2:10][CH2:11][C:12]1[O:13][C:14]2[CH:20]=[CH:19][CH:18]=[CH:17][C:15]=2[N:16]=1. The yield is 0.780. (6) The reactants are [CH3:1][S:2]([N:5]1[CH2:9][C@H:8]([S:10][C:11]([C:24]2[CH:29]=[CH:28][CH:27]=[CH:26][CH:25]=2)([C:18]2[CH:23]=[CH:22][CH:21]=[CH:20][CH:19]=2)[C:12]2[CH:17]=[CH:16][CH:15]=[CH:14][CH:13]=2)[CH2:7][C@H:6]1[CH2:30][OH:31])(=[O:4])=[O:3].[CH2:32](Br)[C:33]1[CH:38]=[CH:37][CH:36]=[CH:35][CH:34]=1.[H-].[Na+].C(Br)C1C=CC=CC=1.[H-].[Na+]. The catalyst is CN(C=O)C. The product is [CH2:32]([O:31][CH2:30][C@@H:6]1[CH2:7][C@@H:8]([S:10][C:11]([C:12]2[CH:17]=[CH:16][CH:15]=[CH:14][CH:13]=2)([C:18]2[CH:19]=[CH:20][CH:21]=[CH:22][CH:23]=2)[C:24]2[CH:29]=[CH:28][CH:27]=[CH:26][CH:25]=2)[CH2:9][N:5]1[S:2]([CH3:1])(=[O:3])=[O:4])[C:33]1[CH:38]=[CH:37][CH:36]=[CH:35][CH:34]=1. The yield is 0.590.